This data is from Forward reaction prediction with 1.9M reactions from USPTO patents (1976-2016). The task is: Predict the product of the given reaction. (1) Given the reactants [Cl:1][C:2]1[CH:10]=[CH:9][C:5]([C:6]([OH:8])=O)=[CH:4][C:3]=1[I:11].C([N:15]([CH:18]([CH3:20])[CH3:19])CC)(C)C.C1(N)CC1, predict the reaction product. The product is: [Cl:1][C:2]1[CH:10]=[CH:9][C:5]([C:6]([NH:15][CH:18]2[CH2:20][CH2:19]2)=[O:8])=[CH:4][C:3]=1[I:11]. (2) Given the reactants Br[C:2]1[N:7]=[C:6]([C:8]([OH:10])=[O:9])[CH:5]=[CH:4][CH:3]=1.[C:11]1([C:17]#[CH:18])[CH:16]=[CH:15][CH:14]=[CH:13][CH:12]=1, predict the reaction product. The product is: [C:11]1([C:17]#[C:18][C:2]2[N:7]=[C:6]([C:8]([OH:10])=[O:9])[CH:5]=[CH:4][CH:3]=2)[CH:16]=[CH:15][CH:14]=[CH:13][CH:12]=1. (3) Given the reactants [CH2:1]([O:3][C:4]([CH:6]1[CH2:11][CH2:10][C:9](=[O:12])[CH2:8][CH2:7]1)=[O:5])[CH3:2].[C:13]1([CH3:23])C=CC(S(O)(=O)=O)=CC=1.O.C([O-])(O)=[O:26].[Na+], predict the reaction product. The product is: [CH2:1]([O:3][C:4]([CH:6]1[CH2:11][CH2:10][C:9]2([O:26][CH2:13][CH2:23][O:12]2)[CH2:8][CH2:7]1)=[O:5])[CH3:2]. (4) Given the reactants [CH3:1][O:2][CH2:3][CH2:4][O:5][C:6]1[CH:11]=[CH:10][C:9]([C:12]2[C:13]3[CH:20]=[C:19]([CH2:21][O:22][C:23]4[CH:28]=[CH:27][C:26]([C@@H:29]([C:36]#[C:37][CH3:38])[CH2:30][C:31]([O:33]CC)=[O:32])=[CH:25][CH:24]=4)[CH:18]=[CH:17][C:14]=3[S:15][CH:16]=2)=[C:8]([CH3:39])[CH:7]=1.[Li+].[OH-].Cl, predict the reaction product. The product is: [CH3:1][O:2][CH2:3][CH2:4][O:5][C:6]1[CH:11]=[CH:10][C:9]([C:12]2[C:13]3[CH:20]=[C:19]([CH2:21][O:22][C:23]4[CH:28]=[CH:27][C:26]([C@@H:29]([C:36]#[C:37][CH3:38])[CH2:30][C:31]([OH:33])=[O:32])=[CH:25][CH:24]=4)[CH:18]=[CH:17][C:14]=3[S:15][CH:16]=2)=[C:8]([CH3:39])[CH:7]=1. (5) Given the reactants [C:1]([C:4]1[C:13]2[O:12][CH2:11][C:10](=[O:14])[NH:9][C:8]=2[CH:7]=[C:6]([CH2:15][C:16]2[CH:21]=[CH:20][CH:19]=[CH:18][CH:17]=2)[CH:5]=1)(=[O:3])[CH3:2].[CH3:22][C:23]1[CH:28]=[CH:27][N:26]=[C:25]([C:29](OC)=[O:30])[CH:24]=1.[O-]CC.[Na+].Cl, predict the reaction product. The product is: [CH2:15]([C:6]1[CH:5]=[C:4]([C:1](=[O:3])[CH2:2][C:29]([C:25]2[CH:24]=[C:23]([CH3:22])[CH:28]=[CH:27][N:26]=2)=[O:30])[C:13]2[O:12][CH2:11][C:10](=[O:14])[NH:9][C:8]=2[CH:7]=1)[C:16]1[CH:21]=[CH:20][CH:19]=[CH:18][CH:17]=1. (6) Given the reactants C([N:3]([CH:11]1[CH2:16][CH2:15][NH:14][CH2:13][CH2:12]1)[C:4](=[O:10])[O:5][C:6]([CH3:9])(C)C)C.Br[CH2:18][C:19]1[CH:24]=[CH:23][C:22]([C:25]([OH:34])([C:30]([F:33])([F:32])[F:31])[C:26]([F:29])([F:28])[F:27])=[CH:21][CH:20]=1.C(=O)([O-])O.[Na+], predict the reaction product. The product is: [CH2:6]([O:5][C:4](=[O:10])[NH:3][CH:11]1[CH2:12][CH2:13][N:14]([CH2:18][C:19]2[CH:20]=[CH:21][C:22]([C:25]([OH:34])([C:26]([F:27])([F:28])[F:29])[C:30]([F:31])([F:32])[F:33])=[CH:23][CH:24]=2)[CH2:15][CH2:16]1)[CH3:9]. (7) Given the reactants [Br:1][C:2]1[CH:3]=[CH:4][C:5]([Cl:11])=[C:6]([CH:10]=1)[C:7](O)=O.[CH3:12][O:13][C:14]1[CH:19]=[CH:18][CH:17]=[C:16]([O:20][CH3:21])[CH:15]=1, predict the reaction product. The product is: [Br:1][C:2]1[CH:3]=[CH:4][C:5]([Cl:11])=[C:6]([CH2:7][C:17]2[CH:18]=[CH:19][C:14]([O:13][CH3:12])=[CH:15][C:16]=2[O:20][CH3:21])[CH:10]=1. (8) Given the reactants C[O:2][C:3](=O)[CH2:4][NH:5][C:6]([O:8][C:9]([CH3:12])([CH3:11])[CH3:10])=[O:7].O.[NH2:15][NH2:16], predict the reaction product. The product is: [C:9]([O:8][C:6](=[O:7])[NH:5][CH2:4][C:3]([NH:15][NH2:16])=[O:2])([CH3:12])([CH3:11])[CH3:10].